Regression. Given two drug SMILES strings and cell line genomic features, predict the synergy score measuring deviation from expected non-interaction effect. From a dataset of NCI-60 drug combinations with 297,098 pairs across 59 cell lines. Drug 1: C1CC(C1)(C(=O)O)C(=O)O.[NH2-].[NH2-].[Pt+2]. Drug 2: CN(C(=O)NC(C=O)C(C(C(CO)O)O)O)N=O. Cell line: COLO 205. Synergy scores: CSS=9.03, Synergy_ZIP=-0.369, Synergy_Bliss=-1.72, Synergy_Loewe=-4.72, Synergy_HSA=-7.07.